This data is from Forward reaction prediction with 1.9M reactions from USPTO patents (1976-2016). The task is: Predict the product of the given reaction. (1) Given the reactants [OH:1][CH:2]([CH2:15][OH:16])[CH2:3][NH:4][C:5]1[CH:14]=[CH:13][C:8]([S:9]([NH2:12])(=[O:11])=[O:10])=[CH:7][CH:6]=1.Cl[C:18]1[CH:23]=[CH:22][C:21]([S:24]([C:27]([F:30])([F:29])[F:28])(=[O:26])=[O:25])=[CH:20][C:19]=1[N+:31]([O-:33])=[O:32].C(=O)([O-])[O-].[K+].[K+], predict the reaction product. The product is: [OH:1][CH:2]([CH2:15][O:16][C:18]1[CH:23]=[CH:22][C:21]([S:24]([C:27]([F:29])([F:30])[F:28])(=[O:26])=[O:25])=[CH:20][C:19]=1[N+:31]([O-:33])=[O:32])[CH2:3][NH:4][C:5]1[CH:14]=[CH:13][C:8]([S:9]([NH2:12])(=[O:10])=[O:11])=[CH:7][CH:6]=1. (2) Given the reactants Br[C:2]1[C:3]([O:8][C:9]2[CH:14]=[CH:13][CH:12]=[C:11]([Cl:15])[CH:10]=2)=[N:4][CH:5]=[CH:6][CH:7]=1.C([Li])CCC.[CH3:21][O:22][C:23]1[C:28]2[N:29]=[C:30]([CH2:32][O:33][CH3:34])[NH:31][C:27]=2[C:26]([C:35](ON2C3C=CC=CC=3N=N2)=[O:36])=[CH:25][CH:24]=1.[Cl-].[NH4+], predict the reaction product. The product is: [Cl:15][C:11]1[CH:10]=[C:9]([CH:14]=[CH:13][CH:12]=1)[O:8][C:3]1[C:2]([C:35]([C:26]2[C:27]3[N:31]=[C:30]([CH2:32][O:33][CH3:34])[NH:29][C:28]=3[C:23]([O:22][CH3:21])=[CH:24][CH:25]=2)=[O:36])=[CH:7][CH:6]=[CH:5][N:4]=1. (3) Given the reactants [H-].[Na+].[F:3][C:4]1[CH:9]=[CH:8][N:7]=[C:6]2[NH:10][CH:11]=[CH:12][C:5]=12.Br[CH2:14][CH2:15][CH2:16][O:17][CH3:18].[I-].[K+], predict the reaction product. The product is: [F:3][C:4]1[CH:9]=[CH:8][N:7]=[C:6]2[N:10]([CH2:14][CH2:15][CH2:16][O:17][CH3:18])[CH:11]=[CH:12][C:5]=12. (4) Given the reactants [F:1][C:2]([F:18])([F:17])[C:3]1[CH:4]=[C:5]([CH2:13][C:14](O)=[O:15])[CH:6]=[C:7]([C:9]([F:12])([F:11])[F:10])[CH:8]=1.C(N1[CH:30]=[CH:29]N=C1)(N1C=CN=C1)=O.C[NH:32][C:33]1[C:34]([C:39]2[CH:44]=[C:43]([N:45]3[CH2:50][CH2:49][O:48][CH2:47][CH2:46]3)[C:42]([CH3:51])=[CH:41][CH:40]=2)=[N:35][CH:36]=CC=1.[CH3:52]N(C)C=O, predict the reaction product. The product is: [F:10][C:9]([F:12])([F:11])[C:7]1[CH:6]=[C:5]([CH2:13][C:14]([N:35]([CH3:36])[C:34]2[CH:33]=[N:32][C:43]([N:45]3[CH2:46][CH2:47][O:48][CH2:49][CH2:50]3)=[CH:44][C:39]=2[C:40]2[CH:41]=[CH:42][CH:51]=[CH:52][C:29]=2[CH3:30])=[O:15])[CH:4]=[C:3]([C:2]([F:18])([F:1])[F:17])[CH:8]=1. (5) Given the reactants [NH2:1][C:2]([CH3:8])([CH3:7])[CH2:3][C:4]([OH:6])=[O:5].[CH2:9]([N:16]=[C:17]=[O:18])[C:10]1[CH:15]=[CH:14][CH:13]=[CH:12][CH:11]=1, predict the reaction product. The product is: [CH2:9]([NH:16][C:17](=[O:18])[NH:1][C:2]([CH3:8])([CH3:7])[CH2:3][C:4]([OH:6])=[O:5])[C:10]1[CH:15]=[CH:14][CH:13]=[CH:12][CH:11]=1. (6) Given the reactants [CH3:1][C:2]1[CH:3]=[CH:4][C:5]2[CH:10]=[N:9][C:8](SC)=[N:7][C:6]=2[N:13]=1.[CH3:14][O:15][CH2:16][CH2:17][NH2:18], predict the reaction product. The product is: [CH3:14][O:15][CH2:16][CH2:17][NH:18][C:8]1[N:9]=[CH:10][C:5]2[CH:4]=[CH:3][C:2]([CH3:1])=[N:13][C:6]=2[N:7]=1. (7) Given the reactants [OH:1][C:2]1[CH:7]=[CH:6][C:5]([C:8]2[C:17]3[C:12](=[CH:13][CH:14]=[C:15]([C:18]([O:20][CH2:21][CH2:22][Si:23]([CH3:26])([CH3:25])[CH3:24])=[O:19])[CH:16]=3)[CH:11]=[N:10][CH:9]=2)=[CH:4][CH:3]=1.FC(F)(F)S(OC1C2C(=CC=C(C(OCC[Si](C)(C)C)=O)C=2)C=NC=1)(=O)=O.C(N(CC)CC)C.[CH3:61][N:62]([CH3:66])[C:63](Cl)=[O:64], predict the reaction product. The product is: [CH3:61][N:62]([CH3:66])[C:63]([O:1][C:2]1[CH:3]=[CH:4][C:5]([C:8]2[C:17]3[C:12](=[CH:13][CH:14]=[C:15]([C:18]([O:20][CH2:21][CH2:22][Si:23]([CH3:26])([CH3:25])[CH3:24])=[O:19])[CH:16]=3)[CH:11]=[N:10][CH:9]=2)=[CH:6][CH:7]=1)=[O:64].